From a dataset of Reaction yield outcomes from USPTO patents with 853,638 reactions. Predict the reaction yield, written as a fraction of the theoretical maximum amount of product (1.0 means a 100% yield; for example, 0.34 means a 34% yield). (1) The reactants are Cl.Cl.[NH2:3][C@@H:4]([CH2:16][N:17]([CH3:19])[CH3:18])[CH2:5][C:6]([O:8][CH2:9][C:10]1[CH:15]=[CH:14][CH:13]=[CH:12][CH:11]=1)=[O:7].C(N(CC)CC)C.[Br:27][C:28]1[S:32][C:31]([S:33](Cl)(=[O:35])=[O:34])=[CH:30][CH:29]=1. The catalyst is CN(C1C=CN=CC=1)C.C(Cl)Cl. The product is [Br:27][C:28]1[S:32][C:31]([S:33]([NH:3][C@@H:4]([CH2:16][N:17]([CH3:18])[CH3:19])[CH2:5][C:6]([O:8][CH2:9][C:10]2[CH:15]=[CH:14][CH:13]=[CH:12][CH:11]=2)=[O:7])(=[O:35])=[O:34])=[CH:30][CH:29]=1. The yield is 0.440. (2) The reactants are [C:1]1([CH3:14])[CH:6]=[CH:5][CH:4]=[CH:3][C:2]=1[NH:7][C:8](=O)[C:9]([CH3:12])([CH3:11])[CH3:10].[Li]CCCC.[NH4+].[Cl-]. The catalyst is C1COCC1. The product is [C:9]([C:8]1[NH:7][C:2]2[C:1]([CH:14]=1)=[CH:6][CH:5]=[CH:4][CH:3]=2)([CH3:12])([CH3:11])[CH3:10]. The yield is 0.880. (3) The reactants are [NH2:1][C:2]1[CH:7]=[CH:6][C:5]([Cl:8])=[CH:4][C:3]=1[C:9]([C:11]1[CH:16]=[CH:15][CH:14]=[CH:13][C:12]=1C)=[O:10].ClC1C=CC2N=[C:24](C3C=CC=CC=3)[O:25]C(=O)C=2C=1. No catalyst specified. The product is [NH2:1][C:2]1[CH:7]=[CH:6][C:5]([Cl:8])=[CH:4][C:3]=1[C:9]([C:11]1[CH:16]=[CH:15][CH:14]=[C:13]([O:25][CH3:24])[CH:12]=1)=[O:10]. The yield is 0.640. (4) The reactants are [CH:1]([C:4]1[CH:9]=[CH:8][C:7]([CH:10]=[C:11]([CH3:17])[C:12](OCC)=[O:13])=[CH:6][CH:5]=1)([CH3:3])[CH3:2].[Cl-].[Ce+3].[Cl-].[Cl-].[H-].[Al+3].[Li+].[H-].[H-].[H-].O. The catalyst is O1CCCC1. The product is [CH:1]([C:4]1[CH:5]=[CH:6][C:7]([CH:10]=[C:11]([CH3:17])[CH2:12][OH:13])=[CH:8][CH:9]=1)([CH3:3])[CH3:2]. The yield is 0.860. (5) The reactants are [CH2:1]([C:4]1[S:28][C:7]2[N:8]=[C:9]([C:25]([OH:27])=O)[N:10]=[C:11]([N:12]3[CH2:17][CH2:16][N:15]4[C:18]([C:21]([F:24])([F:23])[F:22])=[N:19][N:20]=[C:14]4[CH2:13]3)[C:6]=2[CH:5]=1)[CH2:2][CH3:3].[CH2:29]([O:31][C:32](=[O:36])[CH2:33][CH2:34][NH2:35])[CH3:30].Cl.CN(C(ON1N=NC2C=CC=NC1=2)=[N+](C)C)C.F[P-](F)(F)(F)(F)F.C(N(CC)CC)C. The catalyst is CN(C)C=O. The product is [CH2:29]([O:31][C:32](=[O:36])[CH2:33][CH2:34][NH:35][C:25]([C:9]1[N:10]=[C:11]([N:12]2[CH2:17][CH2:16][N:15]3[C:18]([C:21]([F:24])([F:23])[F:22])=[N:19][N:20]=[C:14]3[CH2:13]2)[C:6]2[CH:5]=[C:4]([CH2:1][CH2:2][CH3:3])[S:28][C:7]=2[N:8]=1)=[O:27])[CH3:30]. The yield is 0.900. (6) The reactants are [OH:1][C:2]1[C:7]([N+:8]([O-:10])=[O:9])=[CH:6][CH:5]=[CH:4][C:3]=1[C:11](=[O:13])[CH3:12].[C:14](=O)([O-])[O-].[K+].[K+].IC.Cl. The catalyst is CN(C=O)C. The product is [CH3:14][O:1][C:2]1[C:7]([N+:8]([O-:10])=[O:9])=[CH:6][CH:5]=[CH:4][C:3]=1[C:11](=[O:13])[CH3:12]. The yield is 0.970. (7) The yield is 0.110. The reactants are [Cl:1][C:2]1[CH:7]=[CH:6][C:5]([O:8][C:9]2[CH:14]=[CH:13][C:12](I)=[CH:11][C:10]=2[O:16][CH3:17])=[CH:4][C:3]=1[Cl:18].C([O-])(=O)C.[K+].[CH3:24][C:25]1([CH3:41])[C:29]([CH3:31])([CH3:30])[O:28][B:27]([B:27]2[O:28][C:29]([CH3:31])([CH3:30])[C:25]([CH3:41])([CH3:24])[O:26]2)[O:26]1. The catalyst is O1CCOCC1.C1C=CC(P(C2C=CC=CC=2)[C-]2C=CC=C2)=CC=1.C1C=CC(P(C2C=CC=CC=2)[C-]2C=CC=C2)=CC=1.Cl[Pd]Cl.[Fe+2]. The product is [Cl:18][C:3]1[CH:4]=[C:5]([CH:6]=[CH:7][C:2]=1[Cl:1])[O:8][C:9]1[CH:14]=[CH:13][C:12]([B:27]2[O:28][C:29]([CH3:31])([CH3:30])[C:25]([CH3:41])([CH3:24])[O:26]2)=[CH:11][C:10]=1[O:16][CH3:17]. (8) The reactants are [NH:1]1[CH2:6][CH2:5][NH:4][CH2:3][CH2:2]1.CCN(C(C)C)C(C)C.Cl[CH2:17][C:18]1[CH:23]=[CH:22][C:21]([S:24]([CH3:27])(=[O:26])=[O:25])=[CH:20][CH:19]=1. The catalyst is C(Cl)Cl. The product is [CH3:27][S:24]([C:21]1[CH:22]=[CH:23][C:18]([CH2:17][N:1]2[CH2:6][CH2:5][NH:4][CH2:3][CH2:2]2)=[CH:19][CH:20]=1)(=[O:25])=[O:26]. The yield is 0.820.